This data is from Forward reaction prediction with 1.9M reactions from USPTO patents (1976-2016). The task is: Predict the product of the given reaction. (1) Given the reactants [C:1]1([C:7]2[CH:12]=[CH:11][C:10]([NH:13][C:14]([C:16]3[C:25](=[O:26])[C:24]4[C:19](=[CH:20][CH:21]=[CH:22][CH:23]=4)[NH:18][CH:17]=3)=[O:15])=[C:9]([CH3:27])[CH:8]=2)[CH2:6][CH2:5][CH2:4][CH2:3][CH:2]=1, predict the reaction product. The product is: [CH:1]1([C:7]2[CH:12]=[CH:11][C:10]([NH:13][C:14]([C:16]3[C:25](=[O:26])[C:24]4[C:19](=[CH:20][CH:21]=[CH:22][CH:23]=4)[NH:18][CH:17]=3)=[O:15])=[C:9]([CH3:27])[CH:8]=2)[CH2:2][CH2:3][CH2:4][CH2:5][CH2:6]1. (2) Given the reactants [O:1]=[C:2]1[CH2:10][C:9]2[C:4](=[CH:5][CH:6]=[CH:7][C:8]=2[NH:11][CH2:12][C:13]([O:15]CC2C=CC=CC=2)=[O:14])[NH:3]1.CCOC(C)=O.CC(O)=O, predict the reaction product. The product is: [O:1]=[C:2]1[CH2:10][C:9]2[C:4](=[CH:5][CH:6]=[CH:7][C:8]=2[NH:11][CH2:12][C:13]([OH:15])=[O:14])[NH:3]1. (3) Given the reactants FC1(F)CC[N:5](C(C2C=CC(C(F)(F)F)=CC=2)CN)[CH2:4]C1.[CH3:22][C:23]1[N:28]=[CH:27][C:26]([CH:29]=O)=[CH:25][CH:24]=1.[NH:31]1[CH2:36][CH2:35][O:34][CH2:33][CH2:32]1, predict the reaction product. The product is: [CH3:22][C:23]1[N:28]=[CH:27][C:26]([CH:29]([N:31]2[CH2:36][CH2:35][O:34][CH2:33][CH2:32]2)[CH2:4][NH2:5])=[CH:25][CH:24]=1. (4) The product is: [CH2:8]([O:10][C:11]([C:12]1[CH:13]=[CH:14][N:6]=[C:4]([CH:3]2[CH2:2][CH2:1]2)[N:5]=1)=[O:19])[CH3:9]. Given the reactants [CH2:1]1[CH:3]([C:4]([NH2:6])=[NH:5])[CH2:2]1.Cl.[CH2:8]([O:10][C:11](=[O:19])[C:12](=O)/[CH:13]=[CH:14]/OCC)[CH3:9].[O-]CC.[Na+], predict the reaction product.